This data is from Volume of distribution at steady state (VDss) regression data from Lombardo et al.. The task is: Regression/Classification. Given a drug SMILES string, predict its absorption, distribution, metabolism, or excretion properties. Task type varies by dataset: regression for continuous measurements (e.g., permeability, clearance, half-life) or binary classification for categorical outcomes (e.g., BBB penetration, CYP inhibition). For this dataset (vdss_lombardo), we predict log10(VDss) (log10 of volume of distribution in L/kg). (1) The molecule is Nc1nc2[nH]cnc2c(=S)[nH]1. The log10(VDss) is 0.460. (2) The log10(VDss) is -0.310. The molecule is Nc1ccn(CC(CO)OCP(=O)([O-])[O-])c(=O)n1. (3) The log10(VDss) is -0.600. The molecule is Cc1cc(O)c2c(=O)c3c(O)cc([O-])c4c5c([O-])cc(O)c6c(=O)c7c(O)cc(C)c8c1c2c(c34)c(c78)c65. (4) The compound is CCN1CCN(C(=O)NC(C(=O)NC2C(=O)N3C2SC(C)(C)C3C(=O)[O-])c2ccccc2)C(=O)C1=O. The log10(VDss) is -0.570. (5) The drug is N#CC(OC1OC(COC2OC(CO)C(O)C(O)C2O)C(O)C(O)C1O)c1ccccc1. The log10(VDss) is -0.680.